From a dataset of Full USPTO retrosynthesis dataset with 1.9M reactions from patents (1976-2016). Predict the reactants needed to synthesize the given product. (1) Given the product [OH:29][CH:28]([C:2]1[CH:3]=[C:4]2[C:8](=[CH:9][CH:10]=1)[N:7]([CH2:11][O:12][CH2:13][CH2:14][Si:15]([CH3:18])([CH3:17])[CH3:16])[CH:6]=[CH:5]2)[C:27]1[CH:30]=[CH:31][CH:32]=[CH:33][C:26]=1[C:24]#[N:25], predict the reactants needed to synthesize it. The reactants are: Br[C:2]1[CH:3]=[C:4]2[C:8](=[CH:9][CH:10]=1)[N:7]([CH2:11][O:12][CH2:13][CH2:14][Si:15]([CH3:18])([CH3:17])[CH3:16])[CH:6]=[CH:5]2.C([Li])CCC.[C:24]([C:26]1[CH:33]=[CH:32][CH:31]=[CH:30][C:27]=1[CH:28]=[O:29])#[N:25]. (2) Given the product [Cl:8][C:6]1[C:5]([C:9]([F:12])([F:11])[F:10])=[CH:4][N:3]=[C:2]([NH:18][C:19]2[CH:20]=[CH:21][C:22]([CH:25]3[CH2:30][CH2:29][CH2:28][CH2:27][N:26]3[C:31]([O:33][C:34]([CH3:37])([CH3:36])[CH3:35])=[O:32])=[CH:23][CH:24]=2)[N:7]=1, predict the reactants needed to synthesize it. The reactants are: Cl[C:2]1[N:7]=[C:6]([Cl:8])[C:5]([C:9]([F:12])([F:11])[F:10])=[CH:4][N:3]=1.C(OCC)C.[NH2:18][C:19]1[CH:24]=[CH:23][C:22]([CH:25]2[CH2:30][CH2:29][CH2:28][CH2:27][N:26]2[C:31]([O:33][C:34]([CH3:37])([CH3:36])[CH3:35])=[O:32])=[CH:21][CH:20]=1.C(N(CC)CC)C. (3) The reactants are: C(C1C=CN=C(C2C=C(C(C)(C)C)C=CN=2)C=1)(C)(C)C.[Br:21][C:22]1[CH:23]=[CH:24][C:25]([CH3:32])=[C:26]2[C:31]=1[N:30]=[CH:29][CH:28]=[CH:27]2.[B:33]1([B:33]2[O:37][C:36]([CH3:39])([CH3:38])[C:35]([CH3:41])([CH3:40])[O:34]2)[O:37][C:36]([CH3:39])([CH3:38])[C:35]([CH3:41])([CH3:40])[O:34]1. Given the product [Br:21][C:22]1[CH:23]=[CH:24][C:25]([CH3:32])=[C:26]2[C:31]=1[N:30]=[CH:29][C:28]([B:33]1[O:37][C:36]([CH3:39])([CH3:38])[C:35]([CH3:41])([CH3:40])[O:34]1)=[CH:27]2, predict the reactants needed to synthesize it. (4) Given the product [ClH:11].[C:1]([C:5]1[O:9][C:8]([CH2:10][S:14][C:13]([NH2:15])=[NH2+:12])=[N:7][CH:6]=1)([CH3:4])([CH3:3])[CH3:2], predict the reactants needed to synthesize it. The reactants are: [C:1]([C:5]1[O:9][C:8]([CH2:10][Cl:11])=[N:7][CH:6]=1)([CH3:4])([CH3:3])[CH3:2].[NH2:12][C:13]([NH2:15])=[S:14]. (5) Given the product [CH:9]1([NH:10][C:33]([CH:31]2[CH2:30][N:29]([C:26]3[CH:25]=[CH:24][C:23]([NH:22][C:20]([N:12]4[CH2:11][C:19]5[CH:18]=[CH:17][N:16]=[CH:15][C:14]=5[CH2:13]4)=[O:21])=[CH:28][CH:27]=3)[CH2:32]2)=[O:34])[CH2:6][CH2:1][CH2:7][CH2:8]1, predict the reactants needed to synthesize it. The reactants are: [C:1]1([CH2:7][CH2:8][CH2:9][NH2:10])[CH:6]=CC=CC=1.[CH2:11]1[C:19]2[CH:18]=[CH:17][N:16]=[CH:15][C:14]=2[CH2:13][N:12]1[C:20]([NH:22][C:23]1[CH:28]=[CH:27][C:26]([N:29]2[CH2:32][CH:31]([C:33](O)=[O:34])[CH2:30]2)=[CH:25][CH:24]=1)=[O:21].C1C2C(=CC=CC=2)CN1C(NC1C=CC(C(O)=O)=CC=1)=O.